Task: Predict the product of the given reaction.. Dataset: Forward reaction prediction with 1.9M reactions from USPTO patents (1976-2016) Given the reactants [C:1]([O:5][C:6]([N:8]1[CH2:12][C@@H:11]([F:13])[CH2:10][C@H:9]1[C:14]([OH:16])=O)=[O:7])([CH3:4])([CH3:3])[CH3:2].C([N:19](CC)CC)C.C(Cl)(=O)OCC.N, predict the reaction product. The product is: [C:1]([O:5][C:6]([N:8]1[CH2:12][C@@H:11]([F:13])[CH2:10][C@H:9]1[C:14](=[O:16])[NH2:19])=[O:7])([CH3:4])([CH3:3])[CH3:2].